From a dataset of Forward reaction prediction with 1.9M reactions from USPTO patents (1976-2016). Predict the product of the given reaction. (1) Given the reactants [CH3:1][C:2]1[CH:8]=[C:7]([C:9]([OH:18])([C:14]([F:17])([F:16])[F:15])[C:10]([F:13])([F:12])[F:11])[CH:6]=[C:5]([CH3:19])[C:3]=1[NH2:4].[N+:20]([C:23]1[CH:24]=[C:25]([CH:29]=[CH:30][CH:31]=1)[C:26](Cl)=[O:27])([O-:22])=[O:21].N1C=CC=CC=1.C(=O)([O-])O.[Na+], predict the reaction product. The product is: [CH3:1][C:2]1[CH:8]=[C:7]([C:9]([OH:18])([C:10]([F:12])([F:13])[F:11])[C:14]([F:15])([F:16])[F:17])[CH:6]=[C:5]([CH3:19])[C:3]=1[NH:4][C:26](=[O:27])[C:25]1[CH:29]=[CH:30][CH:31]=[C:23]([N+:20]([O-:22])=[O:21])[CH:24]=1. (2) Given the reactants Cl[CH2:2][CH2:3][CH2:4][CH2:5][CH2:6][CH2:7][OH:8].[CH3:9][CH:10]([CH3:26])[C:11]([NH:13][C:14]1[CH:19]=[CH:18][CH:17]=[C:16]([CH:20]2[CH2:25][CH2:24][NH:23][CH2:22][CH2:21]2)[CH:15]=1)=[O:12], predict the reaction product. The product is: [OH:8][CH2:7][CH2:6][CH2:5][CH2:4][CH2:3][CH2:2][N:23]1[CH2:24][CH2:25][CH:20]([C:16]2[CH:15]=[C:14]([NH:13][C:11](=[O:12])[CH:10]([CH3:9])[CH3:26])[CH:19]=[CH:18][CH:17]=2)[CH2:21][CH2:22]1. (3) Given the reactants [F:1][C:2]1[CH:17]=[CH:16][C:5]2[C:6]([CH3:15])=[C:7]([C:9](N(C)OC)=[O:10])[S:8][C:4]=2[CH:3]=1.[CH2:18]([Mg]Cl)[CH2:19][CH2:20][CH3:21].C1COCC1.C1(C)C=CC=CC=1, predict the reaction product. The product is: [F:1][C:2]1[CH:17]=[CH:16][C:5]2[C:6]([CH3:15])=[C:7]([C:9](=[O:10])[CH2:18][CH2:19][CH2:20][CH3:21])[S:8][C:4]=2[CH:3]=1. (4) The product is: [CH2:7]([N:6]([CH2:11][CH2:12][CH2:13][CH3:14])[C:5]1[CH:15]=[CH:16][C:2]([NH:1][C:18]2[CH:19]=[N:20][CH:21]=[N:22][CH:23]=2)=[CH:3][CH:4]=1)[CH2:8][CH2:9][CH3:10]. Given the reactants [NH2:1][C:2]1[CH:16]=[CH:15][C:5]([N:6]([CH2:11][CH2:12][CH2:13][CH3:14])[CH2:7][CH2:8][CH2:9][CH3:10])=[CH:4][CH:3]=1.Br[C:18]1[CH:19]=[N:20][CH:21]=[N:22][CH:23]=1, predict the reaction product. (5) Given the reactants [N:1]1[C:9]2[C:4](=[N:5][CH:6]=[CH:7][CH:8]=2)[S:3][C:2]=1[N:10]=[C:11](SC)SC.Cl.Cl.[NH2:18][CH2:19][C@@:20]1([OH:27])[C@@H:25]2[CH2:26][N:22]([CH2:23][CH2:24]2)[CH2:21]1, predict the reaction product. The product is: [N:1]1[C:9]2[C:4](=[N:5][CH:6]=[CH:7][CH:8]=2)[S:3][C:2]=1[NH:10][C:11]1[O:27][C@@:20]2([C@@H:25]3[CH2:26][N:22]([CH2:23][CH2:24]3)[CH2:21]2)[CH2:19][N:18]=1. (6) Given the reactants [C:1]([C:5]1[CH:13]=[CH:12][C:8]([C:9](Cl)=[O:10])=[CH:7][CH:6]=1)([CH3:4])([CH3:3])[CH3:2].[NH2:14][C:15]1[C:31]([O:32][CH3:33])=[CH:30][CH:29]=[CH:28][C:16]=1[C:17]([NH:19][C:20]1[CH:25]=[CH:24][C:23]([O:26][CH3:27])=[CH:22][CH:21]=1)=[O:18], predict the reaction product. The product is: [C:1]([C:5]1[CH:13]=[CH:12][C:8]([C:9]([NH:14][C:15]2[C:31]([O:32][CH3:33])=[CH:30][CH:29]=[CH:28][C:16]=2[C:17]([NH:19][C:20]2[CH:21]=[CH:22][C:23]([O:26][CH3:27])=[CH:24][CH:25]=2)=[O:18])=[O:10])=[CH:7][CH:6]=1)([CH3:4])([CH3:3])[CH3:2].